From a dataset of Peptide-MHC class II binding affinity with 134,281 pairs from IEDB. Regression. Given a peptide amino acid sequence and an MHC pseudo amino acid sequence, predict their binding affinity value. This is MHC class II binding data. (1) The peptide sequence is VQLIRMAEAEMVIHH. The MHC is DRB3_0202 with pseudo-sequence DRB3_0202. The binding affinity (normalized) is 0.778. (2) The peptide sequence is LVKFVAGDGDVVAVD. The MHC is DRB3_0202 with pseudo-sequence DRB3_0202. The binding affinity (normalized) is 0.168. (3) The peptide sequence is SGNLVMFQMQDHQLI. The MHC is DRB1_0405 with pseudo-sequence DRB1_0405. The binding affinity (normalized) is 0.403. (4) The peptide sequence is IAPAVQTNWQKLETFWAKHM. The MHC is DRB1_1302 with pseudo-sequence DRB1_1302. The binding affinity (normalized) is 0.597. (5) The peptide sequence is EKKYFAATQSEPLAA. The MHC is HLA-DPA10301-DPB10402 with pseudo-sequence HLA-DPA10301-DPB10402. The binding affinity (normalized) is 0.741.